From a dataset of Experimentally validated miRNA-target interactions with 360,000+ pairs, plus equal number of negative samples. Binary Classification. Given a miRNA mature sequence and a target amino acid sequence, predict their likelihood of interaction. The miRNA is hsa-miR-3148 with sequence UGGAAAAAACUGGUGUGUGCUU. The protein sequence of the target gene is MDSVAFEDVAVNFTQEEWALLSPSQKNLYRDVTLETFRNLASVGIQWKDQDIENLYQNLGIKLRSLVERLCGRKEGNEHRETFSQIPDCHLNKKSQTGVKPCKCSVCGKVFLRHSFLDRHMRAHAGHKRSECGGEWRETPRKQKQHGKASISPSSGARRTVTPTRKRPYECKVCGKAFNSPNLFQIHQRTHTGKRSYKCREIVRAFTVSSFFRKHGKMHTGEKRYECKYCGKPIDYPSLFQIHVRTHTGEKPYKCKQCGKAFISAGYLRTHEIRSHALEKSHQCQECGKKLSCSSSLHRH.... Result: 1 (interaction).